From a dataset of Catalyst prediction with 721,799 reactions and 888 catalyst types from USPTO. Predict which catalyst facilitates the given reaction. (1) Reactant: [Br:1][C:2]1[CH:7]=[CH:6][C:5]([CH2:8]Br)=[C:4]([F:10])[CH:3]=1.[C-]#[N:12].[Na+].[CH2:14]([OH:16])C. Product: [Br:1][C:2]1[CH:7]=[CH:6][C:5]([CH2:8][C:14]([NH2:12])=[O:16])=[C:4]([F:10])[CH:3]=1. The catalyst class is: 6. (2) Reactant: [CH2:1]([O:3][C:4]1[CH:5]=[C:6]([CH2:13][CH2:14][NH:15][CH:16]=[CH:17][C:18]([O:20][CH3:21])=[O:19])[CH:7]=[CH:8][C:9]=1[O:10][CH2:11][CH3:12])[CH3:2].[C:22](Cl)(=[O:27])[CH2:23][C:24](Cl)=[O:25]. Product: [CH2:1]([O:3][C:4]1[CH:5]=[C:6]([CH2:13][CH2:14][N:15]2[C:24](=[O:25])[CH2:23][C:22](=[O:27])[C:17]([C:18]([O:20][CH3:21])=[O:19])=[CH:16]2)[CH:7]=[CH:8][C:9]=1[O:10][CH2:11][CH3:12])[CH3:2]. The catalyst class is: 4. (3) Reactant: Cl[CH2:2][CH2:3][O:4][C:5]1[CH:14]=[C:13]2[C:8]([C:9]([O:15][C:16]3[CH:21]=[C:20]([CH3:22])[C:19]([CH3:23])=[CH:18][C:17]=3[C:24](=[O:26])[CH3:25])=[CH:10][CH:11]=[N:12]2)=[CH:7][C:6]=1[O:27][CH3:28].[NH:29]1[CH:33]=[CH:32][N:31]=[CH:30]1.C(=O)([O-])[O-].[K+].[K+].O. Product: [N:29]1([CH2:2][CH2:3][O:4][C:5]2[CH:14]=[C:13]3[C:8]([C:9]([O:15][C:16]4[CH:21]=[C:20]([CH3:22])[C:19]([CH3:23])=[CH:18][C:17]=4[C:24](=[O:26])[CH3:25])=[CH:10][CH:11]=[N:12]3)=[CH:7][C:6]=2[O:27][CH3:28])[CH:33]=[CH:32][N:31]=[CH:30]1. The catalyst class is: 9. (4) Reactant: [Br-].N[N:3]1[CH2:7][NH+:6]([CH2:8][C:9]2[CH:14]=[C:13]([C:15]([CH3:19])([C:17]#[N:18])[CH3:16])[CH:12]=[C:11]([C:20]([C:23]#[N:24])([CH3:22])[CH3:21])[CH:10]=2)[N:5]=[CH:4]1.Cl.N([O-])=O.[Na+].C1CCCCC1. Product: [CH3:22][C:20]([C:11]1[CH:10]=[C:9]([CH2:8][N:6]2[N:5]=[CH:4][N:3]=[CH:7]2)[CH:14]=[C:13]([C:15]([C:17]#[N:18])([CH3:16])[CH3:19])[CH:12]=1)([C:23]#[N:24])[CH3:21]. The catalyst class is: 6. (5) Reactant: [CH:1]1([NH:4][C:5]([C:7]2[CH:8]=[C:9]([F:31])[C:10]([CH3:30])=[C:11]([C:13]3[C:14]([C:27](O)=[O:28])=[CH:15][C:16]([C:19]([NH:21][CH2:22][C:23]([CH3:26])([CH3:25])[CH3:24])=[O:20])=[CH:17][CH:18]=3)[CH:12]=2)=[O:6])[CH2:3][CH2:2]1.C(Cl)CCl.C1C=CC2N(O)N=NC=2C=1.CCN(CC)CC.[CH2:53]([N:55]1[CH2:59][CH2:58][CH2:57][CH:56]1[CH2:60][NH2:61])[CH3:54]. Product: [CH:1]1([NH:4][C:5]([C:7]2[CH:12]=[C:11]([C:13]3[C:14]([C:27]([NH:61][CH2:60][CH:56]4[CH2:57][CH2:58][CH2:59][N:55]4[CH2:53][CH3:54])=[O:28])=[CH:15][C:16]([C:19]([NH:21][CH2:22][C:23]([CH3:26])([CH3:25])[CH3:24])=[O:20])=[CH:17][CH:18]=3)[C:10]([CH3:30])=[C:9]([F:31])[CH:8]=2)=[O:6])[CH2:2][CH2:3]1. The catalyst class is: 2. (6) Reactant: Cl.[CH3:2][N:3]([CH2:25][CH:26]1[CH2:31][CH2:30][NH:29][CH2:28][CH2:27]1)[C:4](=[O:24])/[CH:5]=[CH:6]/[C:7]1[CH:12]=[CH:11][C:10]([C:13]([F:16])([F:15])[F:14])=[CH:9][C:8]=1[CH2:17][N:18]1[N:22]=[N:21][C:20]([CH3:23])=[N:19]1.[F:32][C:33]1[CH:40]=[CH:39][C:36]([CH:37]=O)=[CH:35][CH:34]=1.B.N1C=CC=CC=1C. Product: [F:32][C:33]1[CH:40]=[CH:39][C:36]([CH2:37][N:29]2[CH2:30][CH2:31][CH:26]([CH2:25][N:3]([CH3:2])[C:4](=[O:24])/[CH:5]=[CH:6]/[C:7]3[CH:12]=[CH:11][C:10]([C:13]([F:16])([F:15])[F:14])=[CH:9][C:8]=3[CH2:17][N:18]3[N:22]=[N:21][C:20]([CH3:23])=[N:19]3)[CH2:27][CH2:28]2)=[CH:35][CH:34]=1. The catalyst class is: 130. (7) Reactant: Cl.[NH2:2][OH:3].C([O-])(=O)C.[Na+].[CH2:9]1[C:13]2[C:14]3[CH2:20][CH2:19][CH2:18][CH2:17][C:15]=3[S:16][C:12]=2[C:11](=O)[CH2:10]1. Product: [CH2:9]1[C:13]2[C:14]3[CH2:20][CH2:19][CH2:18][CH2:17][C:15]=3[S:16][C:12]=2[C:11](=[N:2][OH:3])[CH2:10]1. The catalyst class is: 5. (8) Reactant: C(OC([NH:8][C@H:9]([CH2:22][C:23]1[CH:28]=[C:27]([F:29])[CH:26]=[CH:25][C:24]=1[F:30])[CH2:10][C:11]([N:13]1[CH2:19][CH2:18][CH2:17][N:16]([CH3:20])[C:15](=[O:21])[CH2:14]1)=[O:12])=O)(C)(C)C.Cl. Product: [NH2:8][C@H:9]([CH2:22][C:23]1[CH:28]=[C:27]([F:29])[CH:26]=[CH:25][C:24]=1[F:30])[CH2:10][C:11]([N:13]1[CH2:19][CH2:18][CH2:17][N:16]([CH3:20])[C:15](=[O:21])[CH2:14]1)=[O:12]. The catalyst class is: 12. (9) Reactant: C(=O)([O-])[O-].[K+].[K+].[C:7](Cl)([C:20]1[CH:25]=[CH:24][CH:23]=[CH:22][CH:21]=1)([C:14]1[CH:19]=[CH:18][CH:17]=[CH:16][CH:15]=1)[C:8]1[CH:13]=[CH:12][CH:11]=[CH:10][CH:9]=1.[CH3:27][C:28]1[NH:32][N:31]=[CH:30][C:29]=1[C:33]([O:35]C)=[O:34].CCOC(C)=O. Product: [CH3:27][C:28]1[C:29]([C:33]([OH:35])=[O:34])=[CH:30][N:31]([C:7]([C:20]2[CH:25]=[CH:24][CH:23]=[CH:22][CH:21]=2)([C:14]2[CH:19]=[CH:18][CH:17]=[CH:16][CH:15]=2)[C:8]2[CH:13]=[CH:12][CH:11]=[CH:10][CH:9]=2)[N:32]=1. The catalyst class is: 3. (10) Reactant: [C:1]([C:4]1[CH:20]=[CH:19][C:7]([O:8][C@@H:9]2[CH2:14][CH2:13][C@H:12]([C:15]([O:17][CH3:18])=[O:16])[CH2:11][CH2:10]2)=[CH:6][CH:5]=1)(=[O:3])[NH2:2].[H-].[Na+].[CH2:23]([C:30]1[N:34]=[C:33](C(Cl)(Cl)Cl)[O:32][N:31]=1)[C:24]1[CH:29]=[CH:28][CH:27]=[CH:26][CH:25]=1. Product: [CH2:23]([C:30]1[N:34]=[C:33]([NH:2][C:1]([C:4]2[CH:20]=[CH:19][C:7]([O:8][C@@H:9]3[CH2:10][CH2:11][C@H:12]([C:15]([O:17][CH3:18])=[O:16])[CH2:13][CH2:14]3)=[CH:6][CH:5]=2)=[O:3])[O:32][N:31]=1)[C:24]1[CH:25]=[CH:26][CH:27]=[CH:28][CH:29]=1. The catalyst class is: 266.